Dataset: Reaction yield outcomes from USPTO patents with 853,638 reactions. Task: Predict the reaction yield, written as a fraction of the theoretical maximum amount of product (1.0 means a 100% yield; for example, 0.34 means a 34% yield). (1) The reactants are [Cl:1][C:2]1[CH:3]=[C:4]([NH:8][S:9]([C:12]2[CH:13]=[C:14]3[C:18](=[CH:19][CH:20]=2)[NH:17][C:16](=[O:21])[CH2:15]3)(=[O:11])=[O:10])[CH:5]=[CH:6][CH:7]=1.[N:22]1([CH2:27][CH2:28][NH:29][C:30]([C:32]2[C:36]([CH3:37])=[C:35]([CH:38]=O)[NH:34][C:33]=2[CH3:40])=[O:31])[CH2:26][CH2:25][CH2:24][CH2:23]1. No catalyst specified. The product is [N:22]1([CH2:27][CH2:28][NH:29][C:30]([C:32]2[C:36]([CH3:37])=[C:35]([CH:38]=[C:15]3[C:14]4[C:18](=[CH:19][CH:20]=[C:12]([S:9](=[O:11])(=[O:10])[NH:8][C:4]5[CH:5]=[CH:6][CH:7]=[C:2]([Cl:1])[CH:3]=5)[CH:13]=4)[NH:17][C:16]3=[O:21])[NH:34][C:33]=2[CH3:40])=[O:31])[CH2:26][CH2:25][CH2:24][CH2:23]1. The yield is 0.690. (2) The reactants are [C@@H:1]12[CH2:7][NH:6][C@@H:5]1[CH2:4][N:3]([C:8]([O:10][CH2:11][C:12]1[CH:17]=[CH:16][CH:15]=[CH:14][CH:13]=1)=[O:9])[CH2:2]2.C([O-])([O-])=O.[Cs+].[Cs+].Br[C:25]1[CH:26]=[N:27][CH:28]=[C:29]([C:31]#[N:32])[CH:30]=1. The catalyst is C1(C)C=CC=CC=1.C(OCC)(=O)C.C1C=CC(/C=C/C(/C=C/C2C=CC=CC=2)=O)=CC=1.C1C=CC(/C=C/C(/C=C/C2C=CC=CC=2)=O)=CC=1.C1C=CC(/C=C/C(/C=C/C2C=CC=CC=2)=O)=CC=1.[Pd].[Pd].C1C=CC(P(C2C(C3C(P(C4C=CC=CC=4)C4C=CC=CC=4)=CC=C4C=3C=CC=C4)=C3C(C=CC=C3)=CC=2)C2C=CC=CC=2)=CC=1. The product is [C:31]([C:29]1[CH:30]=[C:25]([N:6]2[CH2:7][C@@H:1]3[C@H:5]2[CH2:4][N:3]([C:8]([O:10][CH2:11][C:12]2[CH:17]=[CH:16][CH:15]=[CH:14][CH:13]=2)=[O:9])[CH2:2]3)[CH:26]=[N:27][CH:28]=1)#[N:32]. The yield is 0.640. (3) The yield is 0.760. The product is [CH:28]1[C:36]2[C:35]3[CH:37]=[CH:38][CH:39]=[CH:40][C:34]=3[S:33][C:32]=2[C:31]([C:41]2[CH:42]=[CH:43][C:44]3[N:45]([C:15]4[CH:2]=[CH:3][C:4]5[C:13](=[C:12]([C:16]6[CH:21]=[CH:20][CH:19]=[CH:18][CH:17]=6)[C:11]6[C:6]([C:5]=5[C:22]5[CH:23]=[CH:24][CH:25]=[CH:26][CH:27]=5)=[CH:7][CH:8]=[CH:9][CH:10]=6)[CH:14]=4)[C:46]4[C:51]([C:52]=3[CH:53]=2)=[CH:50][CH:49]=[CH:48][CH:47]=4)=[CH:30][CH:29]=1. The reactants are I[C:2]1[CH:15]=[CH:14][C:13]2[C:4](=[C:5]([C:22]3[CH:27]=[CH:26][CH:25]=[CH:24][CH:23]=3)[C:6]3[C:11]([C:12]=2[C:16]2[CH:21]=[CH:20][CH:19]=[CH:18][CH:17]=2)=[CH:10][CH:9]=[CH:8][CH:7]=3)[CH:3]=1.[CH:28]1[C:36]2[C:35]3[CH:37]=[CH:38][CH:39]=[CH:40][C:34]=3[S:33][C:32]=2[C:31]([C:41]2[CH:42]=[CH:43][C:44]3[NH:45][C:46]4[C:51]([C:52]=3[CH:53]=2)=[CH:50][CH:49]=[CH:48][CH:47]=4)=[CH:30][CH:29]=1.CC(C)([O-])C.[Na+].C(P(C(C)(C)C)C(C)(C)C)(C)(C)C. The catalyst is C1C=CC(/C=C/C(/C=C/C2C=CC=CC=2)=O)=CC=1.C1C=CC(/C=C/C(/C=C/C2C=CC=CC=2)=O)=CC=1.[Pd].CCCCCC.C1(C)C=CC=CC=1. (4) The reactants are [Cl:1][C:2]1[C:3]2[C@H:11]([CH3:12])[CH2:10][C:9](=[O:13])[N:8](C(OC(C)(C)C)=O)[C:4]=2[N:5]=[CH:6][N:7]=1.Cl.[OH-].[NH4+]. The catalyst is O. The product is [Cl:1][C:2]1[C:3]2[C@H:11]([CH3:12])[CH2:10][C:9](=[O:13])[NH:8][C:4]=2[N:5]=[CH:6][N:7]=1. The yield is 0.870.